Task: Predict which catalyst facilitates the given reaction.. Dataset: Catalyst prediction with 721,799 reactions and 888 catalyst types from USPTO (1) Reactant: C[C@@H]1[O:7][C@@H](O[C@@H:9]2[C:14]3=C(O)C4C(=O)C5C(=CC=CC=5OC)C(=O)C=4[C:18](O)=[C:13]3[CH2:12][C@@:11](O)(C(CO)=O)[CH2:10]2)C[C@H](N)[C@@H]1O.Cl.C[C@@H]1O[C@@H](O[C@@H]2C3=C(O)C4C(=O)C5C(=CC=CC=5OC)C(=O)C=4[C:58]([OH:59])=[C:53]3[CH2:52][C@@:51]([OH:77])([C:73]([CH2:75][OH:76])=[O:74])C2)C[C@H](N)[C@@H]1O.C#CCCCC#C.[OH2:87]. Product: [CH:14]#[C:9][CH2:10][CH2:11][CH2:12][C:13]#[CH:18].[O:87]=[C:75]1[O:76][C@H:52]([C@H:53]([CH2:58][OH:59])[OH:7])[C:51]([OH:77])=[C:73]1[OH:74]. The catalyst class is: 16. (2) The catalyst class is: 471. Reactant: [CH:1]1[C:13]2[NH:12][C:11]3[C:6](=[CH:7][CH:8]=[CH:9][CH:10]=3)[C:5]=2[CH:4]=[CH:3][CH:2]=1.C([O-])([O-])=O.[K+].[K+].N1C2C(=CC=C3C=2N=CC=C3)C=CC=1.[Br:34][C:35]1[CH:40]=[CH:39][C:38]([C:41]2[CH:46]=[CH:45][C:44](Br)=[CH:43][CH:42]=2)=[CH:37][CH:36]=1. Product: [Br:34][C:35]1[CH:36]=[CH:37][C:38]([C:41]2[CH:46]=[CH:45][C:44]([N:12]3[C:11]4[CH:10]=[CH:9][CH:8]=[CH:7][C:6]=4[C:5]4[C:13]3=[CH:1][CH:2]=[CH:3][CH:4]=4)=[CH:43][CH:42]=2)=[CH:39][CH:40]=1. (3) Reactant: [Cl:1][C:2]1[CH:3]=[C:4]([C:8]2[N:13]=[C:12]([NH:14][C:15]3[CH:20]=[CH:19][C:18]([CH:21](C(F)(F)F)[C:22]([O:24][CH2:25][CH3:26])=[O:23])=[CH:17][CH:16]=3)[CH:11]=[C:10]([CH2:31][CH3:32])[N:9]=2)[CH:5]=[CH:6][CH:7]=1.O[Li].O. Product: [Cl:1][C:2]1[CH:3]=[C:4]([C:8]2[N:13]=[C:12]([NH:14][C:15]3[CH:20]=[CH:19][C:18]([CH2:21][C:22]([O:24][CH2:25][CH3:26])=[O:23])=[CH:17][CH:16]=3)[CH:11]=[C:10]([CH2:31][CH3:32])[N:9]=2)[CH:5]=[CH:6][CH:7]=1. The catalyst class is: 38. (4) Reactant: [CH3:1][O:2][C:3]1[CH:4]=[C:5]2[C:9](=[CH:10][CH:11]=1)[N:8]([CH3:12])[CH:7]=[C:6]2[C:13]1[N:21](S(C2C=CC(C)=CC=2)(=O)=O)[C:16]2=[N:17][CH:18]=[CH:19][CH:20]=[C:15]2[CH:14]=1.[OH-].[K+]. Product: [CH3:1][O:2][C:3]1[CH:4]=[C:5]2[C:9](=[CH:10][CH:11]=1)[N:8]([CH3:12])[CH:7]=[C:6]2[C:13]1[NH:21][C:16]2=[N:17][CH:18]=[CH:19][CH:20]=[C:15]2[CH:14]=1. The catalyst class is: 5. (5) Product: [Cl:1][C:2]1[C:3]([CH3:12])=[C:4]([CH:10]=[O:31])[C:5]([O:8][CH3:9])=[N:6][CH:7]=1. Reactant: [Cl:1][C:2]1[C:3]([CH3:12])=[C:4]([C:10]#N)[C:5]([O:8][CH3:9])=[N:6][CH:7]=1.C1(C)C=CC=CC=1.[H-].C([NH2+]CC(C)C)C(C)C.Cl.[OH2:31]. The catalyst class is: 4. (6) Reactant: [C:1](Cl)([O:3][CH2:4][CH:5]1[C:17]2[C:12](=[CH:13][CH:14]=[CH:15][CH:16]=2)[C:11]2[C:6]1=[CH:7][CH:8]=[CH:9][CH:10]=2)=[O:2].[CH2:19]([NH2:22])[C:20]#[CH:21].C(N(CC)CC)C. Product: [CH2:19]([NH:22][C:1](=[O:2])[O:3][CH2:4][CH:5]1[C:17]2[CH:16]=[CH:15][CH:14]=[CH:13][C:12]=2[C:11]2[C:6]1=[CH:7][CH:8]=[CH:9][CH:10]=2)[C:20]#[CH:21]. The catalyst class is: 635.